Dataset: Reaction yield outcomes from USPTO patents with 853,638 reactions. Task: Predict the reaction yield, written as a fraction of the theoretical maximum amount of product (1.0 means a 100% yield; for example, 0.34 means a 34% yield). The reactants are [OH:1][C:2]1[CH:3]=[C:4]([CH:7]=[CH:8][CH:9]=1)[CH:5]=[O:6].I[CH:11]([CH3:13])[CH3:12].C(=O)([O-])[O-].[K+].[K+].O. The catalyst is C(O)(C)C. The product is [CH:11]([O:1][C:2]1[CH:3]=[C:4]([CH:7]=[CH:8][CH:9]=1)[CH:5]=[O:6])([CH3:13])[CH3:12]. The yield is 0.670.